This data is from NCI-60 drug combinations with 297,098 pairs across 59 cell lines. The task is: Regression. Given two drug SMILES strings and cell line genomic features, predict the synergy score measuring deviation from expected non-interaction effect. (1) Drug 1: CC12CCC3C(C1CCC2=O)CC(=C)C4=CC(=O)C=CC34C. Drug 2: C1=CC(=CC=C1C#N)C(C2=CC=C(C=C2)C#N)N3C=NC=N3. Cell line: SF-295. Synergy scores: CSS=39.0, Synergy_ZIP=0.208, Synergy_Bliss=-1.78, Synergy_Loewe=-3.24, Synergy_HSA=-0.901. (2) Drug 1: C1=NC2=C(N=C(N=C2N1C3C(C(C(O3)CO)O)O)F)N. Drug 2: CC1C(C(CC(O1)OC2CC(OC(C2O)C)OC3=CC4=CC5=C(C(=O)C(C(C5)C(C(=O)C(C(C)O)O)OC)OC6CC(C(C(O6)C)O)OC7CC(C(C(O7)C)O)OC8CC(C(C(O8)C)O)(C)O)C(=C4C(=C3C)O)O)O)O. Cell line: MDA-MB-435. Synergy scores: CSS=50.9, Synergy_ZIP=-0.811, Synergy_Bliss=-0.604, Synergy_Loewe=-23.4, Synergy_HSA=-2.54. (3) Drug 1: C1=CC(=CC=C1CCC2=CNC3=C2C(=O)NC(=N3)N)C(=O)NC(CCC(=O)O)C(=O)O. Drug 2: C1=CC=C(C(=C1)C(C2=CC=C(C=C2)Cl)C(Cl)Cl)Cl. Cell line: SR. Synergy scores: CSS=26.0, Synergy_ZIP=-3.19, Synergy_Bliss=-7.56, Synergy_Loewe=-39.3, Synergy_HSA=-7.30.